Dataset: hERG Central: cardiac toxicity at 1µM, 10µM, and general inhibition. Task: Predict hERG channel inhibition at various concentrations. (1) The molecule is Cc1cc(C)nc(/N=C(\N)Nc2ccc(CC(=O)OC(C)C)cc2)n1. Results: hERG_inhib (hERG inhibition (general)): blocker. (2) The drug is C=CCn1c(O)c(N=NC(=O)CNC(=O)/C=C/c2ccco2)c2ccccc21. Results: hERG_inhib (hERG inhibition (general)): blocker.